Dataset: Catalyst prediction with 721,799 reactions and 888 catalyst types from USPTO. Task: Predict which catalyst facilitates the given reaction. (1) Reactant: [N+:1]([C:4]1[CH:11]=[CH:10][C:7]([CH:8]=[O:9])=[CH:6][CH:5]=1)([O-:3])=[O:2].[C:12]1(=[O:18])[CH2:17][CH2:16][CH2:15][CH2:14][CH2:13]1.C(Cl)(Cl)Cl. Product: [OH:9][CH:8]([C:7]1[CH:6]=[CH:5][C:4]([N+:1]([O-:3])=[O:2])=[CH:11][CH:10]=1)[CH:13]1[CH2:14][CH2:15][CH2:16][CH2:17][C:12]1=[O:18]. The catalyst class is: 6. (2) Reactant: [CH3:1][O:2][C:3]1[C:12]2[NH:11][C:10](=[O:13])[CH2:9][CH2:8][C:7]=2[C:6]([CH:14]=[O:15])=[CH:5][CH:4]=1.[H-].[Na+].[H][H].[CH2:20](I)[CH3:21].Cl. Product: [CH3:1][O:2][C:3]1[C:12]2[N:11]([CH2:20][CH3:21])[C:10](=[O:13])[CH2:9][CH2:8][C:7]=2[C:6]([CH:14]=[O:15])=[CH:5][CH:4]=1. The catalyst class is: 85. (3) Reactant: CS(O[CH2:6][CH2:7][N:8]1[C:16]2[N:15]=[C:14]([NH2:17])[N:13]3[N:18]=[C:19]([C:21]4[O:22][CH:23]=[CH:24][CH:25]=4)[N:20]=[C:12]3[C:11]=2[CH:10]=[CH:9]1)(=O)=O.Cl.Cl.[F:28][C:29]1[CH:42]=[C:41]([F:43])[CH:40]=[CH:39][C:30]=1[CH2:31][CH2:32][N:33]1[CH2:38][CH2:37][NH:36][CH2:35][CH2:34]1.CCN(C(C)C)C(C)C. Product: [F:28][C:29]1[CH:42]=[C:41]([F:43])[CH:40]=[CH:39][C:30]=1[CH2:31][CH2:32][N:33]1[CH2:38][CH2:37][N:36]([CH2:6][CH2:7][N:8]2[C:16]3[N:15]=[C:14]([NH2:17])[N:13]4[N:18]=[C:19]([C:21]5[O:22][CH:23]=[CH:24][CH:25]=5)[N:20]=[C:12]4[C:11]=3[CH:10]=[CH:9]2)[CH2:35][CH2:34]1. The catalyst class is: 3.